The task is: Predict the product of the given reaction.. This data is from Forward reaction prediction with 1.9M reactions from USPTO patents (1976-2016). (1) Given the reactants O[C:2]1([C:17]2[C:25]([CH2:26][OH:27])=[CH:24][C:20]3[O:21][CH2:22][O:23][C:19]=3[CH:18]=2)[C:10]2[C:5](=[CH:6][CH:7]=[CH:8][CH:9]=2)[N:4]([CH2:11][CH2:12][CH2:13][CH2:14][CH3:15])[C:3]1=[O:16].C1(CCN2C3C(=CC=CC=3)C(C3C(O)=CC4OCOC=4C=3)(CO)C2=O)CC1, predict the reaction product. The product is: [CH2:11]([N:4]1[C:5]2[C:10](=[CH:9][CH:8]=[CH:7][CH:6]=2)[C:2]2([C:17]3=[CH:18][C:19]4[O:23][CH2:22][O:21][C:20]=4[CH:24]=[C:25]3[CH2:26][O:27]2)[C:3]1=[O:16])[CH2:12][CH2:13][CH2:14][CH3:15]. (2) Given the reactants Cl.[NH2:2][OH:3].C[O-].[Na+].[C:7](/[N:9]=[C:10](\[N:38]1[CH2:43][CH2:42][CH2:41][CH2:40][CH2:39]1)/[N:11]1[CH2:16][CH2:15][C@H:14]([C:17]([N:19]2[CH2:24][CH2:23][N:22]([C:25]3[CH:30]=[CH:29][C:28]([C:31]#[N:32])=[CH:27][C:26]=3[CH3:33])[CH2:21][CH2:20]2)=[O:18])[C@@H:13]([C:34](OC)=[O:35])[CH2:12]1)#[N:8].NO, predict the reaction product. The product is: [C:7](/[N:9]=[C:10](\[N:38]1[CH2:39][CH2:40][CH2:41][CH2:42][CH2:43]1)/[N:11]1[CH2:16][CH2:15][C@H:14]([C:17]([N:19]2[CH2:20][CH2:21][N:22]([C:25]3[CH:30]=[CH:29][C:28]([C:31]#[N:32])=[CH:27][C:26]=3[CH3:33])[CH2:23][CH2:24]2)=[O:18])[C@@H:13]([C:34]([NH:2][OH:3])=[O:35])[CH2:12]1)#[N:8]. (3) Given the reactants Cl[CH2:2][C:3]1[CH:8]=[CH:7][C:6]([N+:9]([O-:11])=[O:10])=[CH:5][CH:4]=1.[I-:12].[Na+].O, predict the reaction product. The product is: [I:12][CH2:2][C:3]1[CH:8]=[CH:7][C:6]([N+:9]([O-:11])=[O:10])=[CH:5][CH:4]=1. (4) Given the reactants [NH:1]1[CH2:14][CH2:13][CH2:12][NH:11][CH2:10][CH2:9][NH:8][CH2:7][CH2:6][CH2:5][NH:4][CH2:3][CH2:2]1.Cl[CH2:16][C:17]1[CH:25]=[CH:24][C:20]([C:21]([OH:23])=[O:22])=[CH:19][CH:18]=1, predict the reaction product. The product is: [N:1]1([CH2:16][C:17]2[CH:25]=[CH:24][C:20]([C:21]([OH:23])=[O:22])=[CH:19][CH:18]=2)[CH2:14][CH2:13][CH2:12][NH:11][CH2:10][CH2:9][NH:8][CH2:7][CH2:6][CH2:5][NH:4][CH2:3][CH2:2]1. (5) The product is: [S:1]1[C:5]([C:6]2[C:7]([O:27][CH3:28])=[CH:8][C:9]([O:25][CH3:26])=[C:10](/[CH:12]=[CH:13]/[C:14]([C:16]3[CH:24]=[CH:23][C:19]([C:20]([NH:41][CH2:40][CH2:39][N:33]4[CH2:38][CH2:37][O:36][CH2:35][CH2:34]4)=[O:21])=[CH:18][CH:17]=3)=[O:15])[CH:11]=2)=[CH:4][C:3]2[CH:29]=[CH:30][CH:31]=[CH:32][C:2]1=2. Given the reactants [S:1]1[C:5]([C:6]2[C:7]([O:27][CH3:28])=[CH:8][C:9]([O:25][CH3:26])=[C:10](/[CH:12]=[CH:13]/[C:14]([C:16]3[CH:24]=[CH:23][C:19]([C:20](O)=[O:21])=[CH:18][CH:17]=3)=[O:15])[CH:11]=2)=[CH:4][C:3]2[CH:29]=[CH:30][CH:31]=[CH:32][C:2]1=2.[N:33]1([CH2:39][CH2:40][NH2:41])[CH2:38][CH2:37][O:36][CH2:35][CH2:34]1.Cl.CN(C)CCCN=C=NCC, predict the reaction product. (6) Given the reactants CCCCCCCC.[CH2:9]([O:16][C:17]([N:19]1[CH2:23][CH2:22][CH2:21][CH2:20]1)=[O:18])[C:10]1[CH:15]=[CH:14][CH:13]=[CH:12][CH:11]=1.[O:24]=C[C@@H]([C@H]([C@@H]([C@@H](CO)O)O)O)O, predict the reaction product. The product is: [CH2:9]([O:16][C:17]([N:19]1[CH2:23][CH2:22][CH:21]([OH:24])[CH2:20]1)=[O:18])[C:10]1[CH:11]=[CH:12][CH:13]=[CH:14][CH:15]=1.